From a dataset of Catalyst prediction with 721,799 reactions and 888 catalyst types from USPTO. Predict which catalyst facilitates the given reaction. (1) Reactant: [CH3:1][O:2][C:3]1[CH:12]=[CH:11][CH:10]=[C:9]2[C:4]=1[CH2:5][CH2:6][N:7]1[C:17](=[O:18])[CH2:16][NH:15][C:14](=O)[CH:13]=[C:8]12.O=P(Cl)(Cl)Cl.[CH:25]([C:28]1[N:29]=[CH:30][NH:31][CH:32]=1)([CH3:27])[CH3:26].C([O-])(O)=O.[Na+]. Product: [CH:25]([C:28]1[N:29]=[CH:30][N:31]([C:14]2[CH:13]=[C:8]3[C:9]4[C:4]([CH2:5][CH2:6][N:7]3[C:17](=[O:18])[CH2:16][N:15]=2)=[C:3]([O:2][CH3:1])[CH:12]=[CH:11][CH:10]=4)[CH:32]=1)([CH3:27])[CH3:26]. The catalyst class is: 26. (2) Reactant: [NH:1]1[C:9]2[C:4](=[CH:5][CH:6]=[CH:7][CH:8]=2)[CH2:3][C:2]1=[O:10].CO[CH:13](OC)[N:14]([CH3:16])[CH3:15]. Product: [CH3:13][N:14](/[CH:16]=[C:3]1\[C:2](=[O:10])[NH:1][C:9]2[C:4]\1=[CH:5][CH:6]=[CH:7][CH:8]=2)[CH3:15]. The catalyst class is: 22. (3) Reactant: [CH2:1]([S:8][C:9]1[CH:14]=[C:13]([Cl:15])[CH:12]=[CH:11][C:10]=1[N+:16]([O-])=O)[C:2]1[CH:7]=[CH:6][CH:5]=[CH:4]C=1.[NH4+].[Cl-]. Product: [Cl:15][C:13]1[CH:12]=[CH:11][C:10]([NH2:16])=[C:9]([S:8][C:1]2[CH:2]=[CH:7][CH:6]=[CH:5][CH:4]=2)[CH:14]=1. The catalyst class is: 186. (4) Reactant: [NH2:1][C:2]1[N:7]=[C:6]([N:8]([CH3:15])[C:9]2[CH:14]=[CH:13][CH:12]=[CH:11][CH:10]=2)[N:5]=[C:4]([C:16]2[N:20]=[C:19]([C:21]3[CH:22]=[CH:23][C:24]([C:27]([O:29]C)=[O:28])=[N:25][CH:26]=3)[O:18][N:17]=2)[N:3]=1.[OH-].[Na+]. Product: [NH2:1][C:2]1[N:7]=[C:6]([N:8]([CH3:15])[C:9]2[CH:14]=[CH:13][CH:12]=[CH:11][CH:10]=2)[N:5]=[C:4]([C:16]2[N:20]=[C:19]([C:21]3[CH:22]=[CH:23][C:24]([C:27]([OH:29])=[O:28])=[N:25][CH:26]=3)[O:18][N:17]=2)[N:3]=1. The catalyst class is: 5. (5) Reactant: OC1C=CC=C2C=1N=CC=C2.[CH:12]1[CH:17]=[C:16]([NH:18]/[N:19]=[C:20]2\[CH:21]=[CH:22][CH:23]=[CH:24][C:25]\2=O)[C:15](O)=[CH:14][CH:13]=1.[Al+3].[Cl-].[Cl-].[Cl-].N1CCCCC1.[Al](Cl)(Cl)Cl.O.O.O.O.O.O. Product: [N:18]([C:16]1[CH:15]=[CH:14][CH:13]=[CH:12][CH:17]=1)=[N:19][C:20]1[CH:21]=[CH:22][CH:23]=[CH:24][CH:25]=1. The catalyst class is: 40.